From a dataset of Full USPTO retrosynthesis dataset with 1.9M reactions from patents (1976-2016). Predict the reactants needed to synthesize the given product. (1) Given the product [C:1]1([C:21]2[CH:26]=[CH:25][CH:24]=[CH:23][CH:22]=2)[CH:6]=[CH:5][C:4]([C:7]2[N:13]([C:14]3[CH:19]=[CH:18][CH:17]=[CH:16][C:15]=3[F:20])[C:11]([SH:12])=[N:10][N:9]=2)=[CH:3][CH:2]=1, predict the reactants needed to synthesize it. The reactants are: [C:1]1([C:21]2[CH:26]=[CH:25][CH:24]=[CH:23][CH:22]=2)[CH:6]=[CH:5][C:4]([C:7]([NH:9][NH:10][C:11]([NH:13][C:14]2[CH:19]=[CH:18][CH:17]=[CH:16][C:15]=2[F:20])=[S:12])=O)=[CH:3][CH:2]=1.Cl. (2) Given the product [CH3:3][O:4][C:5]1[CH:6]=[CH:7][C:8]([CH:11]2[C:19]3[C:14](=[CH:15][CH:16]=[C:17]([O:20][CH2:21][CH2:22][CH3:23])[CH:18]=3)[CH:13]([C:24]3[CH:29]=[CH:28][C:27]4[O:30][CH2:31][O:32][C:26]=4[CH:25]=3)[CH:12]2[C:33]([OH:35])=[O:34])=[C:9]([C:58]2[CH:59]=[CH:60][CH:61]=[CH:62][CH:63]=2)[CH:10]=1, predict the reactants needed to synthesize it. The reactants are: [Li+].[Cl-].[CH3:3][O:4][C:5]1[CH:10]=[CH:9][C:8]([CH:11]2[C:19]3[C:14](=[CH:15][CH:16]=[C:17]([O:20][CH2:21][CH2:22][CH3:23])[CH:18]=3)[CH:13]([C:24]3[CH:29]=[CH:28][C:27]4[O:30][CH2:31][O:32][C:26]=4[CH:25]=3)[CH:12]2[C:33]([O:35]C)=[O:34])=[C:7](OS(C(F)(F)F)(=O)=O)[CH:6]=1.C([Sn]([C:58]1[CH:63]=[CH:62][CH:61]=[CH:60][CH:59]=1)(CCCC)CCCC)CCC. (3) Given the product [Cl:30][C:15]1[C:16](=[O:29])[N:17]([C:21]2[C:22]([F:28])=[CH:23][CH:24]=[CH:25][C:26]=2[F:27])[C:18]([CH3:20])=[CH:19][C:14]=1[O:13][CH2:12][C:11]1[CH:31]=[CH:32][C:33]([F:35])=[CH:34][C:10]=1[CH2:9][NH:8][C:46](=[O:47])[O:45][CH2:43][CH3:44], predict the reactants needed to synthesize it. The reactants are: FC(F)(F)C(O)=O.[NH2:8][CH2:9][C:10]1[CH:34]=[C:33]([F:35])[CH:32]=[CH:31][C:11]=1[CH2:12][O:13][C:14]1[CH:19]=[C:18]([CH3:20])[N:17]([C:21]2[C:26]([F:27])=[CH:25][CH:24]=[CH:23][C:22]=2[F:28])[C:16](=[O:29])[C:15]=1[Cl:30].CN1CCOCC1.[CH2:43]([O:45][C:46](Cl)=[O:47])[CH3:44].